Dataset: Forward reaction prediction with 1.9M reactions from USPTO patents (1976-2016). Task: Predict the product of the given reaction. (1) Given the reactants [Cl:1][C:2]1[N:7]=[C:6](Cl)[CH:5]=[C:4]([CH3:9])[N:3]=1.O.C(O[CH2:15][CH3:16])(=O)C.[CH:17]([N:20](CC)C(C)C)(C)C, predict the reaction product. The product is: [Cl:1][C:2]1[N:7]=[C:6]([NH:20][CH2:17][CH2:15][CH3:16])[CH:5]=[C:4]([CH3:9])[N:3]=1. (2) Given the reactants [CH3:1][CH:2]1[NH:7][CH:6]([CH3:8])[CH2:5][N:4]([C:9]2[CH:16]=[CH:15][CH:14]=[CH:13][C:10]=2[CH:11]=[O:12])[CH2:3]1.O.C=O.[C:20]([O-])(O)=O.[Na+], predict the reaction product. The product is: [CH3:8][CH:6]1[N:7]([CH3:20])[CH:2]([CH3:1])[CH2:3][N:4]([C:9]2[CH:16]=[CH:15][CH:14]=[CH:13][C:10]=2[CH:11]=[O:12])[CH2:5]1. (3) Given the reactants [NH2:1][C:2]1[N:3]([CH2:18][CH3:19])[C:4]2[C:9]([C:10](=[O:16])[C:11]=1[C:12]([NH:14][CH3:15])=[O:13])=[CH:8][CH:7]=[C:6](Cl)[N:5]=2.[CH3:20][O:21][CH2:22][C:23]([CH3:27])([OH:26])[C:24]#[CH:25], predict the reaction product. The product is: [NH2:1][C:2]1[N:3]([CH2:18][CH3:19])[C:4]2[C:9]([C:10](=[O:16])[C:11]=1[C:12]([NH:14][CH3:15])=[O:13])=[CH:8][CH:7]=[C:6]([C:25]#[C:24][C:23]([OH:26])([CH3:27])[CH2:22][O:21][CH3:20])[N:5]=2. (4) Given the reactants [F:1][C:2]1[CH:12]=[CH:11][C:5]([CH:6]([OH:10])[C:7](O)=[O:8])=[CH:4][CH:3]=1.[H-].[Al+3].[Li+].[H-].[H-].[H-], predict the reaction product. The product is: [F:1][C:2]1[CH:3]=[CH:4][C:5]([CH:6]([OH:10])[CH2:7][OH:8])=[CH:11][CH:12]=1. (5) Given the reactants Br[C:2]1[CH:3]=[C:4]([N:8]2[C:16]3[CH:15]=[C:14]([O:17][CH2:18][CH3:19])[N:13]=[CH:12][C:11]=3[C:10]([C:20]([NH2:22])=[O:21])=[N:9]2)[CH:5]=[CH:6][CH:7]=1.[C:23]([C@:25]1([OH:32])[CH2:29][CH2:28][N:27]([CH3:30])[C:26]1=[O:31])#[CH:24], predict the reaction product. The product is: [CH2:18]([O:17][C:14]1[N:13]=[CH:12][C:11]2[C:10]([C:20]([NH2:22])=[O:21])=[N:9][N:8]([C:4]3[CH:5]=[CH:6][CH:7]=[C:2]([C:24]#[C:23][C@:25]4([OH:32])[CH2:29][CH2:28][N:27]([CH3:30])[C:26]4=[O:31])[CH:3]=3)[C:16]=2[CH:15]=1)[CH3:19]. (6) Given the reactants [OH:1][C:2]1[C:11]2[C:6](=[C:7]3[CH:15]=[CH:14][CH:13]=[C:12]([CH3:16])[C:8]3=[CH:9][CH:10]=2)[O:5][C:4](=[O:17])[CH:3]=1.CC(O)=O.Cl[CH2:23][C:24](=O)[CH3:25], predict the reaction product. The product is: [CH3:16][C:12]1[C:8]2[CH:9]=[CH:10][C:11]3[C:2]4[O:1][CH:23]=[C:24]([CH3:25])[C:3]=4[C:4](=[O:17])[O:5][C:6]=3[C:7]=2[CH:15]=[CH:14][CH:13]=1.